Task: Regression. Given a peptide amino acid sequence and an MHC pseudo amino acid sequence, predict their binding affinity value. This is MHC class I binding data.. Dataset: Peptide-MHC class I binding affinity with 185,985 pairs from IEDB/IMGT (1) The peptide sequence is GAAVTLNRI. The MHC is HLA-A68:02 with pseudo-sequence HLA-A68:02. The binding affinity (normalized) is 0.0294. (2) The peptide sequence is IVIGIITLY. The MHC is HLA-A26:01 with pseudo-sequence HLA-A26:01. The binding affinity (normalized) is 0.742. (3) The peptide sequence is FLPPQIPVI. The binding affinity (normalized) is 0.0847. The MHC is HLA-B08:01 with pseudo-sequence HLA-B08:01. (4) The peptide sequence is HPGSGKTRRY. The MHC is HLA-B53:01 with pseudo-sequence HLA-B53:01. The binding affinity (normalized) is 0.273. (5) The peptide sequence is LSRNSTHEM. The MHC is HLA-B15:01 with pseudo-sequence HLA-B15:01. The binding affinity (normalized) is 0.660.